Task: Regression/Classification. Given a drug SMILES string, predict its absorption, distribution, metabolism, or excretion properties. Task type varies by dataset: regression for continuous measurements (e.g., permeability, clearance, half-life) or binary classification for categorical outcomes (e.g., BBB penetration, CYP inhibition). Dataset: cyp2d6_veith.. Dataset: CYP2D6 inhibition data for predicting drug metabolism from PubChem BioAssay (1) The molecule is CCC(CC)C(=O)NC1CCSC1=O. The result is 0 (non-inhibitor). (2) The compound is N#Cc1ccc(CN2CC[C@@]3(CCCN(S(=O)(=O)c4ccccc4)C3)C2)cc1. The result is 1 (inhibitor). (3) The molecule is O=S(=O)(c1cccc(C(F)(F)F)c1)N1c2ccccc2-n2cccc2[C@H]1c1cccnc1. The result is 0 (non-inhibitor). (4) The drug is C1CCC(N=C(NC23CC4CC(CC(C4)C2)C3)N2CCOCC2)CC1.Cl. The result is 1 (inhibitor). (5) The drug is O=C1[C@@H]2CC[C@H]3/C(=N\OC[C@@H](O)COCc4ccco4)C[C@@H](O)[C@@H](O)[C@@H]3[C@H]2C(=O)N1c1ccc(F)cc1F. The result is 0 (non-inhibitor). (6) The compound is CCn1c(SCc2c(Cl)cccc2Cl)nnc1-c1nn(-c2ccccc2)ccc1=O. The result is 0 (non-inhibitor). (7) The drug is Cc1ccccc1-n1c(O)c(C=Nc2ccc(N(C)C)cc2)c(=O)[nH]c1=O. The result is 0 (non-inhibitor). (8) The compound is COc1ccc(-n2c(-c3cnccn3)n[nH]c2=S)cc1. The result is 0 (non-inhibitor). (9) The drug is Cc1cccc(Oc2ncnc3onc(C)c23)c1C. The result is 0 (non-inhibitor).